Task: Predict the product of the given reaction.. Dataset: Forward reaction prediction with 1.9M reactions from USPTO patents (1976-2016) (1) Given the reactants [NH2:1][C:2]1[CH:3]=[CH:4][C:5](Br)=[C:6]2[C:10]=1[C:9](=[O:11])[NH:8][CH2:7]2.[C:13](=[O:16])([O-])[O-].[K+].[K+].[OH2:19], predict the reaction product. The product is: [NH2:1][C:2]1[CH:3]=[CH:4][C:5]([C:2]2[CH:3]=[CH:4][C:5]([OH:19])=[C:6]([O:16][CH3:13])[CH:10]=2)=[C:6]2[C:10]=1[C:9](=[O:11])[NH:8][CH2:7]2. (2) The product is: [F:5][C:6]1[C:13]([F:14])=[CH:12][CH:11]=[CH:10][C:7]=1[CH2:2][SH:3]. Given the reactants N[C:2](N)=[S:3].[F:5][C:6]1[C:13]([F:14])=[CH:12][CH:11]=[CH:10][C:7]=1CBr, predict the reaction product.